From a dataset of Forward reaction prediction with 1.9M reactions from USPTO patents (1976-2016). Predict the product of the given reaction. Given the reactants Cl[C:2]1[N:7]=[CH:6][C:5]([CH2:8][C:9]2[C:17]([C:18]#[N:19])=[CH:16][CH:15]=[C:14]3[C:10]=2[CH2:11][CH2:12][C@H:13]3[O:20][C:21]2[CH:26]=[CH:25][C:24]([C@H:27]3[CH2:29][C@@H:28]3[C:30]([OH:32])=[O:31])=[CH:23][CH:22]=2)=[CH:4][CH:3]=1.[H-].[Na+].[CH3:35][O-:36].[Na+], predict the reaction product. The product is: [C:18]([C:17]1[C:9]([CH2:8][C:5]2[CH:6]=[N:7][C:2]([O:36][CH3:35])=[CH:3][CH:4]=2)=[C:10]2[C:14](=[CH:15][CH:16]=1)[C@H:13]([O:20][C:21]1[CH:22]=[CH:23][C:24]([C@H:27]3[CH2:29][C@@H:28]3[C:30]([OH:32])=[O:31])=[CH:25][CH:26]=1)[CH2:12][CH2:11]2)#[N:19].